From a dataset of Reaction yield outcomes from USPTO patents with 853,638 reactions. Predict the reaction yield, written as a fraction of the theoretical maximum amount of product (1.0 means a 100% yield; for example, 0.34 means a 34% yield). The reactants are [Cl:1][C:2]1[C:7]([C:8]#[CH:9])=[C:6](/[N:10]=[N:11]/N(CC)CC)[C:5]([C:17]2[CH:22]=[CH:21][CH:20]=[C:19]([F:23])[CH:18]=2)=[C:4]([CH:24]([OH:26])[CH3:25])[CH:3]=1. The catalyst is ClC1C=CC=CC=1Cl. The product is [Cl:1][C:2]1[CH:3]=[C:4]([CH:24]([OH:26])[CH3:25])[C:5]([C:17]2[CH:22]=[CH:21][CH:20]=[C:19]([F:23])[CH:18]=2)=[C:6]2[C:7]=1[CH:8]=[CH:9][N:11]=[N:10]2. The yield is 0.740.